From a dataset of NCI-60 drug combinations with 297,098 pairs across 59 cell lines. Regression. Given two drug SMILES strings and cell line genomic features, predict the synergy score measuring deviation from expected non-interaction effect. Drug 1: CN1C2=C(C=C(C=C2)N(CCCl)CCCl)N=C1CCCC(=O)O.Cl. Drug 2: COC1=NC(=NC2=C1N=CN2C3C(C(C(O3)CO)O)O)N. Cell line: IGROV1. Synergy scores: CSS=-2.83, Synergy_ZIP=0.198, Synergy_Bliss=-2.23, Synergy_Loewe=-0.537, Synergy_HSA=-3.06.